This data is from Forward reaction prediction with 1.9M reactions from USPTO patents (1976-2016). The task is: Predict the product of the given reaction. (1) Given the reactants Cl[C:2]1[C:11]([C:12]2[CH:17]=[CH:16][CH:15]=[CH:14][CH:13]=2)=[N:10][C:9]2[C:4](=[CH:5][CH:6]=[CH:7][CH:8]=2)[N:3]=1.[NH:18]1[CH2:23][CH2:22][CH:21]([OH:24])[CH2:20][CH2:19]1.C(N(C(C)C)C(C)C)C, predict the reaction product. The product is: [C:12]1([C:11]2[C:2]([N:18]3[CH2:23][CH2:22][CH:21]([OH:24])[CH2:20][CH2:19]3)=[N:3][C:4]3[C:9]([N:10]=2)=[CH:8][CH:7]=[CH:6][CH:5]=3)[CH:17]=[CH:16][CH:15]=[CH:14][CH:13]=1. (2) Given the reactants [CH2:1]([C:3]1[C:7](I)=[CH:6][N:5]([C@H:9]2[CH2:14][CH2:13][C@H:12]([OH:15])[CH2:11][CH2:10]2)[N:4]=1)[CH3:2].C1COCC1.C([Mg]Cl)(C)C.CO[B:28]1[O:32][C:31]([CH3:34])([CH3:33])[C:30]([CH3:36])([CH3:35])[O:29]1.[NH4+].[Cl-], predict the reaction product. The product is: [CH2:1]([C:3]1[C:7]([B:28]2[O:32][C:31]([CH3:34])([CH3:33])[C:30]([CH3:36])([CH3:35])[O:29]2)=[CH:6][N:5]([C@H:9]2[CH2:14][CH2:13][C@H:12]([OH:15])[CH2:11][CH2:10]2)[N:4]=1)[CH3:2]. (3) Given the reactants [C:1]([O:5][C:6](=[O:39])[NH:7][C@@H:8]1[CH2:13][CH2:12][CH2:11][N:10]([C:14]2[C:19](Br)=[CH:18][N:17]=[C:16]3[NH:21][CH:22]=[C:23]([NH:24][C:25]([C:27]4[CH:28]=[N:29][N:30]([CH2:32][C:33]5[CH:38]=[CH:37][CH:36]=[CH:35][CH:34]=5)[CH:31]=4)=[O:26])[C:15]=23)[CH2:9]1)([CH3:4])([CH3:3])[CH3:2].[C:40]([Zn]C#N)#[N:41], predict the reaction product. The product is: [C:1]([O:5][C:6](=[O:39])[NH:7][C@@H:8]1[CH2:13][CH2:12][CH2:11][N:10]([C:14]2[C:19]([C:40]#[N:41])=[CH:18][N:17]=[C:16]3[NH:21][CH:22]=[C:23]([NH:24][C:25]([C:27]4[CH:28]=[N:29][N:30]([CH2:32][C:33]5[CH:38]=[CH:37][CH:36]=[CH:35][CH:34]=5)[CH:31]=4)=[O:26])[C:15]=23)[CH2:9]1)([CH3:4])([CH3:3])[CH3:2]. (4) Given the reactants O1CCCC1.[Cl:6][C:7]1[CH:8]=[CH:9][C:10]2[NH:16][C:15](=O)[C@@H:14]([CH2:18][C:19]([O:21][CH2:22][CH3:23])=[O:20])[O:13][C@H:12]([C:24]3[CH:29]=[CH:28][CH:27]=[C:26]([C:30]([F:33])([F:32])[F:31])[C:25]=3[O:34][CH3:35])[C:11]=2[CH:36]=1.C(=O)([O-])O.[Na+].P12(SP3(SP(SP(S3)(S1)=S)(=S)S2)=S)=[S:43], predict the reaction product. The product is: [Cl:6][C:7]1[CH:8]=[CH:9][C:10]2[NH:16][C:15](=[S:43])[C@@H:14]([CH2:18][C:19]([O:21][CH2:22][CH3:23])=[O:20])[O:13][C@H:12]([C:24]3[CH:29]=[CH:28][CH:27]=[C:26]([C:30]([F:33])([F:32])[F:31])[C:25]=3[O:34][CH3:35])[C:11]=2[CH:36]=1. (5) Given the reactants [OH-:1].[Al+3:2].[OH-].[OH-].[P:5]([O-:9])([O-:8])([O-:7])=[O:6].[Na+].[Na+].[Na+], predict the reaction product. The product is: [P:5](=[O:6])([OH:9])([OH:8])[OH:7].[OH-:1].[Al+3:2].[OH-:6].[OH-:6]. (6) Given the reactants C[O:2][C:3](=[O:34])[C@H:4]([O:6][C:7]1[CH:12]=[CH:11][C:10]([CH2:13][NH:14][C:15]([C:17]2[C:18]([O:23][C:24]3[CH:32]=[CH:31][C:27]4=[N:28][S:29][N:30]=[C:26]4[CH:25]=3)=[N:19][CH:20]=[CH:21][CH:22]=2)=[O:16])=[C:9]([F:33])[CH:8]=1)[CH3:5].COC(=O)COC1C=CC(CNC(C2C(OC3C=CC4OCOC=4C=3)=NC=CC=2)=O)=C(F)C=1, predict the reaction product. The product is: [N:28]1[S:29][N:30]=[C:26]2[CH:25]=[C:24]([O:23][C:18]3[C:17]([C:15]([NH:14][CH2:13][C:10]4[CH:11]=[CH:12][C:7]([O:6][C@H:4]([CH3:5])[C:3]([OH:34])=[O:2])=[CH:8][C:9]=4[F:33])=[O:16])=[CH:22][CH:21]=[CH:20][N:19]=3)[CH:32]=[CH:31][C:27]=12.